From a dataset of Full USPTO retrosynthesis dataset with 1.9M reactions from patents (1976-2016). Predict the reactants needed to synthesize the given product. (1) The reactants are: [CH2:1]([O:3][CH:4]([O:8][CH2:9][CH3:10])[CH2:5][CH2:6][NH2:7])[CH3:2].[C:11]1([CH2:17][CH:18]=O)[CH:16]=[CH:15][CH:14]=[CH:13][CH:12]=1.C(O)(=O)C.C([BH3-])#N.[Na+]. Given the product [CH2:1]([O:3][CH:4]([O:8][CH2:9][CH3:10])[CH2:5][CH2:6][NH:7][CH2:18][CH2:17][C:11]1[CH:16]=[CH:15][CH:14]=[CH:13][CH:12]=1)[CH3:2], predict the reactants needed to synthesize it. (2) Given the product [Cl:22][C:19]1[CH:20]=[CH:21][C:16]([S:15][C:13]2[C:12]3[C:23]([S:27]([CH3:30])(=[O:29])=[O:28])=[CH:24][CH:25]=[N:26][C:11]=3[N:10]3[C:14]=2[CH:6]([CH2:5][C:4]([OH:31])=[O:3])[CH2:7][CH2:8][CH2:9]3)=[CH:17][CH:18]=1, predict the reactants needed to synthesize it. The reactants are: C([O:3][C:4](=[O:31])[CH2:5][CH:6]1[C:14]2[N:10]([C:11]3[N:26]=[CH:25][CH:24]=[C:23]([S:27]([CH3:30])(=[O:29])=[O:28])[C:12]=3[C:13]=2[S:15][C:16]2[CH:21]=[CH:20][C:19]([Cl:22])=[CH:18][CH:17]=2)[CH2:9][CH2:8][CH2:7]1)C.[OH-].[Na+]. (3) Given the product [Cl:1][C:2]1[CH:7]=[CH:6][C:5]([C:8](=[O:35])[CH2:9][N:10]2[C:14]3([CH2:19][CH2:18][NH:17][CH2:16][CH2:15]3)[N:13]=[C:12]([C:27]3[CH:32]=[CH:31][C:30]([Cl:33])=[CH:29][CH:28]=3)[C:11]2=[O:34])=[CH:4][C:3]=1[CH3:36], predict the reactants needed to synthesize it. The reactants are: [Cl:1][C:2]1[CH:7]=[CH:6][C:5]([C:8](=[O:35])[CH2:9][N:10]2[C:14]3([CH2:19][CH2:18][N:17](C(OC(C)(C)C)=O)[CH2:16][CH2:15]3)[N:13]=[C:12]([C:27]3[CH:32]=[CH:31][C:30]([Cl:33])=[CH:29][CH:28]=3)[C:11]2=[O:34])=[CH:4][C:3]=1[CH3:36].Cl.